From a dataset of Full USPTO retrosynthesis dataset with 1.9M reactions from patents (1976-2016). Predict the reactants needed to synthesize the given product. (1) Given the product [Br:1][C:2]1[CH:7]=[CH:6][N+:5]([O-:19])=[C:4]2[NH:8][CH:9]=[CH:10][C:3]=12, predict the reactants needed to synthesize it. The reactants are: [Br:1][C:2]1[CH:7]=[CH:6][N:5]=[C:4]2[NH:8][CH:9]=[CH:10][C:3]=12.C1C=C(Cl)C=C(C(OO)=[O:19])C=1. (2) Given the product [NH2:2][C@H:17]([C:18]([OH:20])=[O:19])[CH2:16][CH2:15][CH2:6][CH2:7][NH2:8].[C:15]([O-:20])(=[O:21])[CH2:16][CH2:17][C:18]([O-:5])=[O:19], predict the reactants needed to synthesize it. The reactants are: C[N:2](C=[O:5])C.[CH3:6][CH2:7][N:8](C(C)C)C(C)C.[C:15]1(=[O:21])[O:20][C:18](=[O:19])[CH2:17][CH2:16]1. (3) Given the product [C:17]([C:16]1[CH:19]=[CH:20][C:13]([C:12]([OH:27])([C:21]2[N:22]([CH3:26])[CH:23]=[N:24][CH:25]=2)[C:9]2[CH:10]=[C:11]3[C:6](=[CH:7][CH:8]=2)[N:5]=[C:4]([O:28][CH3:29])[C:3]([O:30][CH2:31][CH:32]2[CH2:34][CH2:33]2)=[C:2]3[C:41]#[N:42])=[CH:14][CH:15]=1)#[N:18], predict the reactants needed to synthesize it. The reactants are: Cl[C:2]1[C:11]2[C:6](=[CH:7][CH:8]=[C:9]([C:12]([OH:27])([C:21]3[N:22]([CH3:26])[CH:23]=[N:24][CH:25]=3)[C:13]3[CH:20]=[CH:19][C:16]([C:17]#[N:18])=[CH:15][CH:14]=3)[CH:10]=2)[N:5]=[C:4]([O:28][CH3:29])[C:3]=1[O:30][CH2:31][CH:32]1[CH2:34][CH2:33]1.FC(F)(F)C1[N:42]=[CH:41]C(CO)=CC=1. (4) The reactants are: Br[C:2]1[C:10]2[C:5](=[CH:6][CH:7]=[C:8]([N+:11]([O-:13])=[O:12])[CH:9]=2)[N:4]([C:14]([C:27]2[CH:32]=[CH:31][CH:30]=[CH:29][CH:28]=2)([C:21]2[CH:26]=[CH:25][CH:24]=[CH:23][CH:22]=2)[C:15]2[CH:20]=[CH:19][CH:18]=[CH:17][CH:16]=2)[N:3]=1.CC1(C)C(C)(C)OB([C:41]2[CH:42]=[N:43][NH:44][CH:45]=2)O1.ClCCl.P([O-])([O-])([O-])=O.[K+].[K+].[K+].O1CCOCC1.S([O-])([O-])(=O)=O.[Mg+2]. Given the product [N+:11]([C:8]1[CH:9]=[C:10]2[C:5](=[CH:6][CH:7]=1)[N:4]([C:14]([C:15]1[CH:16]=[CH:17][CH:18]=[CH:19][CH:20]=1)([C:27]1[CH:32]=[CH:31][CH:30]=[CH:29][CH:28]=1)[C:21]1[CH:26]=[CH:25][CH:24]=[CH:23][CH:22]=1)[N:3]=[C:2]2[C:41]1[CH:42]=[N:43][NH:44][CH:45]=1)([O-:13])=[O:12], predict the reactants needed to synthesize it. (5) Given the product [O:5]=[C:4]([C:17]1[CH:22]=[CH:21][CH:20]=[CH:19][CH:18]=1)[CH:6]([NH:8][C:9](=[O:15])[O:10][C:11]([CH3:12])([CH3:13])[CH3:14])[CH3:7], predict the reactants needed to synthesize it. The reactants are: CON(C)[C:4]([CH:6]([NH:8][C:9](=[O:15])[O:10][C:11]([CH3:14])([CH3:13])[CH3:12])[CH3:7])=[O:5].[C:17]1([Mg]Br)[CH:22]=[CH:21][CH:20]=[CH:19][CH:18]=1. (6) Given the product [CH3:1][O:2][C:3]1[CH:4]=[CH:5][C:6]([N:9]2[CH2:10][CH2:11][N:12]([C:15]3[C:16]([CH3:38])=[C:17]([CH3:37])[C:18]4[O:22][C:21]([CH2:24][N:25]5[CH2:34][CH2:33][C:28](=[O:29])[CH2:27][CH2:26]5)([CH3:23])[CH2:20][C:19]=4[C:35]=3[CH3:36])[CH2:13][CH2:14]2)=[CH:7][CH:8]=1, predict the reactants needed to synthesize it. The reactants are: [CH3:1][O:2][C:3]1[CH:8]=[CH:7][C:6]([N:9]2[CH2:14][CH2:13][N:12]([C:15]3[C:16]([CH3:38])=[C:17]([CH3:37])[C:18]4[O:22][C:21]([CH2:24][N:25]5[CH2:34][CH2:33][C:28]6(OCC[O:29]6)[CH2:27][CH2:26]5)([CH3:23])[CH2:20][C:19]=4[C:35]=3[CH3:36])[CH2:11][CH2:10]2)=[CH:5][CH:4]=1.Cl.C(OCC)(=O)C.Cl.O.C(=O)(O)[O-].[Na+]. (7) Given the product [Br:26][C:22]1[CH:21]=[C:20]([C:5]2[N:4]=[CH:3][N:2]([CH3:1])[C:6]=2[C:7]2[S:19][C:10]3[N:11]=[CH:12][N:13]=[C:14]([S:15]([CH3:18])(=[O:17])=[O:16])[C:9]=3[CH:8]=2)[CH:25]=[CH:24][CH:23]=1, predict the reactants needed to synthesize it. The reactants are: [CH3:1][N:2]1[C:6]([C:7]2[S:19][C:10]3[N:11]=[CH:12][N:13]=[C:14]([S:15]([CH3:18])(=[O:17])=[O:16])[C:9]=3[CH:8]=2)=[C:5]([C:20]2[CH:25]=[CH:24][CH:23]=[CH:22][CH:21]=2)[N:4]=[CH:3]1.[Br:26]C1C=C(C2N=CN(C)C=2C2SC3N=CN=C(SC)C=3C=2)C=CC=1.